This data is from Full USPTO retrosynthesis dataset with 1.9M reactions from patents (1976-2016). The task is: Predict the reactants needed to synthesize the given product. (1) Given the product [NH2:17][C:12]1[CH:13]=[CH:14][CH:15]=[C:16]2[C:11]=1[C:10]([CH2:20][CH2:21][C:22]([O:24][CH2:25][CH3:26])=[O:23])=[CH:9][N:8]2[CH2:7][C:6]([O:5][C:1]([CH3:4])([CH3:3])[CH3:2])=[O:27], predict the reactants needed to synthesize it. The reactants are: [C:1]([O:5][C:6](=[O:27])[CH2:7][N:8]1[C:16]2[C:11](=[C:12]([N+:17]([O-])=O)[CH:13]=[CH:14][CH:15]=2)[C:10]([CH2:20][CH2:21][C:22]([O:24][CH2:25][CH3:26])=[O:23])=[CH:9]1)([CH3:4])([CH3:3])[CH3:2]. (2) Given the product [NH:33]1[CH:37]=[C:36]([CH2:38][CH:39]2[CH2:48][CH2:47][C:46]3[C:41](=[CH:42][CH:43]=[CH:44][CH:45]=3)[C:40]2=[CH:11][C:12]#[N:13])[N:35]=[CH:34]1, predict the reactants needed to synthesize it. The reactants are: [H-].[Na+].C(OP([CH2:11][C:12]#[N:13])(=O)OCC)C.C([N:33]1[CH:37]=[C:36]([CH2:38][CH:39]2[CH2:48][CH2:47][C:46]3[C:41](=[CH:42][CH:43]=[CH:44][CH:45]=3)[C:40]2=O)[N:35]=[CH:34]1)(C1C=CC=CC=1)(C1C=CC=CC=1)C1C=CC=CC=1.P(=O)([O-])OC(CC)(CC)C#N. (3) Given the product [Cl:14][C:3]1[CH:4]=[N:5][C:6]2[C:11]([C:2]=1[OH:1])=[N:10][C:9]([O:12][CH3:13])=[CH:8][CH:7]=2, predict the reactants needed to synthesize it. The reactants are: [OH:1][C:2]1[C:11]2[C:6](=[CH:7][CH:8]=[C:9]([O:12][CH3:13])[N:10]=2)[N:5]=[CH:4][CH:3]=1.[Cl:14]N1C(=O)CCC1=O. (4) Given the product [CH:29]1[C:28]2[C:33](=[CH:34][C:35]3[CH:14]4[C:13](=[O:36])[C:12](=[O:11])[CH:25]([C:26]=3[CH:27]=2)[C:24]2[C:15]4=[CH:16][C:17]3[C:22]([CH:23]=2)=[CH:21][CH:20]=[CH:19][CH:18]=3)[CH:32]=[CH:31][CH:30]=1, predict the reactants needed to synthesize it. The reactants are: C(Cl)Cl.FC(F)(F)C(O)=O.[OH:11][CH:12]1[CH:25]2[C:26]3[C:35]([CH:14]([C:15]4[CH:16]=[C:17]5[C:22](=[CH:23][C:24]=42)[CH:21]=[CH:20][CH:19]=[CH:18]5)[CH:13]1[OH:36])=[CH:34][C:33]1[C:28](=[CH:29][CH:30]=[CH:31][CH:32]=1)[CH:27]=3.Cl. (5) Given the product [O:1]1[C:6]2[CH:7]=[CH:8][C:9]([CH2:11][N:27]3[CH2:28][CH2:29][CH:24]([C:20]4[CH:19]=[C:18]([NH:17][C:15](=[O:16])[CH:14]([CH3:13])[CH3:30])[CH:23]=[CH:22][CH:21]=4)[CH2:25][CH2:26]3)=[CH:10][C:5]=2[O:4][CH2:3][CH2:2]1, predict the reactants needed to synthesize it. The reactants are: [O:1]1[C:6]2[CH:7]=[CH:8][C:9]([CH:11]=O)=[CH:10][C:5]=2[O:4][CH2:3][CH2:2]1.[CH3:13][CH:14]([CH3:30])[C:15]([NH:17][C:18]1[CH:23]=[CH:22][CH:21]=[C:20]([CH:24]2[CH2:29][CH2:28][NH:27][CH2:26][CH2:25]2)[CH:19]=1)=[O:16].